Dataset: Peptide-MHC class I binding affinity with 185,985 pairs from IEDB/IMGT. Task: Regression. Given a peptide amino acid sequence and an MHC pseudo amino acid sequence, predict their binding affinity value. This is MHC class I binding data. (1) The peptide sequence is LLWAARPRL. The MHC is HLA-B08:01 with pseudo-sequence HLA-B08:01. The binding affinity (normalized) is 0.956. (2) The peptide sequence is MPSLSNGLI. The MHC is Mamu-B17 with pseudo-sequence Mamu-B17. The binding affinity (normalized) is 0.668. (3) The peptide sequence is KVLCPYMPK. The MHC is HLA-A11:01 with pseudo-sequence HLA-A11:01. The binding affinity (normalized) is 0.874. (4) The peptide sequence is SMLNKVKSL. The MHC is H-2-Kb with pseudo-sequence H-2-Kb. The binding affinity (normalized) is 0.313. (5) The peptide sequence is RYNTRGNTY. The MHC is HLA-A23:01 with pseudo-sequence HLA-A23:01. The binding affinity (normalized) is 0.159. (6) The peptide sequence is YVFAIPLPF. The MHC is HLA-A02:12 with pseudo-sequence HLA-A02:12. The binding affinity (normalized) is 0.0847. (7) The peptide sequence is FVGLALLTL. The MHC is HLA-A68:02 with pseudo-sequence HLA-A68:02. The binding affinity (normalized) is 0.0276. (8) The peptide sequence is ILYVSCNPA. The MHC is HLA-B27:05 with pseudo-sequence HLA-B27:05. The binding affinity (normalized) is 0.0847. (9) The peptide sequence is SILNNPVDT. The MHC is HLA-A02:06 with pseudo-sequence HLA-A02:06. The binding affinity (normalized) is 0.116.